The task is: Predict which catalyst facilitates the given reaction.. This data is from Catalyst prediction with 721,799 reactions and 888 catalyst types from USPTO. (1) Reactant: O=P(Cl)(Cl)[Cl:3].CN([CH:9]=[O:10])C.[Cl:11][C:12]1[CH:17]=[CH:16][C:15]([CH2:18][C:19]([C:21]2[CH:26]=[CH:25][C:24]([Cl:27])=[CH:23][C:22]=2[Cl:28])=O)=[CH:14][CH:13]=1. Product: [Cl:3][C:19]([C:21]1[CH:26]=[CH:25][C:24]([Cl:27])=[CH:23][C:22]=1[Cl:28])=[C:18]([C:15]1[CH:16]=[CH:17][C:12]([Cl:11])=[CH:13][CH:14]=1)[CH:9]=[O:10]. The catalyst class is: 68. (2) Reactant: [Cl:1][C:2]1[N:7]=[C:6](Cl)[C:5]([CH:9]=O)=[C:4]([Cl:11])[N:3]=1.Cl.[NH:13]([CH2:15][CH2:16][N:17]1[CH2:22][CH2:21][O:20][CH2:19][CH2:18]1)[NH2:14]. Product: [Cl:11][C:4]1[N:3]=[C:2]([Cl:1])[N:7]=[C:6]2[N:13]([CH2:15][CH2:16][N:17]3[CH2:22][CH2:21][O:20][CH2:19][CH2:18]3)[N:14]=[CH:9][C:5]=12. The catalyst class is: 14. (3) Reactant: [CH2:1]([O:8][C:9]1[CH:14]=[CH:13][C:12]([F:15])=[CH:11][C:10]=1[CH:16]1[CH2:19][C:18](=[O:20])[C:17]1(Cl)Cl)[C:2]1[CH:7]=[CH:6][CH:5]=[CH:4][CH:3]=1. Product: [CH2:1]([O:8][C:9]1[CH:14]=[CH:13][C:12]([F:15])=[CH:11][C:10]=1[CH:16]1[CH2:19][C:18](=[O:20])[CH2:17]1)[C:2]1[CH:3]=[CH:4][CH:5]=[CH:6][CH:7]=1. The catalyst class is: 183. (4) Reactant: [ClH:1].[Cl:2][C:3]1[CH:8]=[CH:7][N:6]=[CH:5][CH:4]=1.O.[NH2:10][NH2:11].[Cl-].[Na+]. Product: [ClH:2].[ClH:1].[NH:10]([C:3]1[CH:8]=[CH:7][N:6]=[CH:5][CH:4]=1)[NH2:11]. The catalyst class is: 74. (5) Reactant: [Si:1]([O:8][C@H:9]1[CH:14](O)[N:13]([CH2:16][C:17]2[CH:22]=[CH:21][C:20]([O:23][CH3:24])=[CH:19][CH:18]=2)[C:12](=[O:25])[CH2:11][CH2:10]1)([C:4]([CH3:7])([CH3:6])[CH3:5])([CH3:3])[CH3:2].C([SiH](CC)CC)C. Product: [Si:1]([O:8][C@H:9]1[CH2:14][N:13]([CH2:16][C:17]2[CH:22]=[CH:21][C:20]([O:23][CH3:24])=[CH:19][CH:18]=2)[C:12](=[O:25])[CH2:11][CH2:10]1)([C:4]([CH3:7])([CH3:6])[CH3:5])([CH3:3])[CH3:2]. The catalyst class is: 4.